This data is from NCI-60 drug combinations with 297,098 pairs across 59 cell lines. The task is: Regression. Given two drug SMILES strings and cell line genomic features, predict the synergy score measuring deviation from expected non-interaction effect. (1) Drug 1: CN(C)N=NC1=C(NC=N1)C(=O)N. Drug 2: C1C(C(OC1N2C=NC3=C(N=C(N=C32)Cl)N)CO)O. Cell line: HT29. Synergy scores: CSS=14.8, Synergy_ZIP=-4.38, Synergy_Bliss=-0.870, Synergy_Loewe=-10.8, Synergy_HSA=-1.96. (2) Drug 1: CC1C(C(=O)NC(C(=O)N2CCCC2C(=O)N(CC(=O)N(C(C(=O)O1)C(C)C)C)C)C(C)C)NC(=O)C3=C4C(=C(C=C3)C)OC5=C(C(=O)C(=C(C5=N4)C(=O)NC6C(OC(=O)C(N(C(=O)CN(C(=O)C7CCCN7C(=O)C(NC6=O)C(C)C)C)C)C(C)C)C)N)C. Drug 2: C1=CC=C(C=C1)NC(=O)CCCCCCC(=O)NO. Cell line: T-47D. Synergy scores: CSS=8.97, Synergy_ZIP=1.56, Synergy_Bliss=-0.340, Synergy_Loewe=-7.64, Synergy_HSA=-7.87. (3) Drug 1: CC1=C(C(=CC=C1)Cl)NC(=O)C2=CN=C(S2)NC3=CC(=NC(=N3)C)N4CCN(CC4)CCO. Drug 2: C1=CN(C=N1)CC(O)(P(=O)(O)O)P(=O)(O)O. Cell line: SF-295. Synergy scores: CSS=6.91, Synergy_ZIP=-4.23, Synergy_Bliss=-4.68, Synergy_Loewe=-11.8, Synergy_HSA=-5.12. (4) Drug 1: C1=NC2=C(N1)C(=S)N=C(N2)N. Drug 2: CCN(CC)CCNC(=O)C1=C(NC(=C1C)C=C2C3=C(C=CC(=C3)F)NC2=O)C. Cell line: CCRF-CEM. Synergy scores: CSS=42.5, Synergy_ZIP=4.25, Synergy_Bliss=1.39, Synergy_Loewe=-8.05, Synergy_HSA=0.173. (5) Drug 1: CC1OCC2C(O1)C(C(C(O2)OC3C4COC(=O)C4C(C5=CC6=C(C=C35)OCO6)C7=CC(=C(C(=C7)OC)O)OC)O)O. Drug 2: CCN(CC)CCCC(C)NC1=C2C=C(C=CC2=NC3=C1C=CC(=C3)Cl)OC. Cell line: UACC-257. Synergy scores: CSS=2.17, Synergy_ZIP=-3.00, Synergy_Bliss=-4.79, Synergy_Loewe=-5.31, Synergy_HSA=-4.71. (6) Drug 2: CS(=O)(=O)CCNCC1=CC=C(O1)C2=CC3=C(C=C2)N=CN=C3NC4=CC(=C(C=C4)OCC5=CC(=CC=C5)F)Cl. Synergy scores: CSS=4.05, Synergy_ZIP=-0.426, Synergy_Bliss=3.36, Synergy_Loewe=-1.41, Synergy_HSA=0.564. Drug 1: CN(C)N=NC1=C(NC=N1)C(=O)N. Cell line: HCT-15. (7) Drug 1: C1CCC(C1)C(CC#N)N2C=C(C=N2)C3=C4C=CNC4=NC=N3. Drug 2: COC1=NC(=NC2=C1N=CN2C3C(C(C(O3)CO)O)O)N. Cell line: SK-MEL-5. Synergy scores: CSS=-18.4, Synergy_ZIP=12.7, Synergy_Bliss=3.15, Synergy_Loewe=-15.6, Synergy_HSA=-16.1. (8) Drug 1: C1=CC(=CC=C1CC(C(=O)O)N)N(CCCl)CCCl.Cl. Drug 2: C1=NC2=C(N=C(N=C2N1C3C(C(C(O3)CO)O)F)Cl)N. Cell line: MOLT-4. Synergy scores: CSS=65.6, Synergy_ZIP=-0.821, Synergy_Bliss=-1.61, Synergy_Loewe=-8.31, Synergy_HSA=-1.46. (9) Drug 1: CC12CCC3C(C1CCC2=O)CC(=C)C4=CC(=O)C=CC34C. Drug 2: CCC1=CC2CC(C3=C(CN(C2)C1)C4=CC=CC=C4N3)(C5=C(C=C6C(=C5)C78CCN9C7C(C=CC9)(C(C(C8N6C)(C(=O)OC)O)OC(=O)C)CC)OC)C(=O)OC.C(C(C(=O)O)O)(C(=O)O)O. Cell line: MOLT-4. Synergy scores: CSS=84.3, Synergy_ZIP=-2.01, Synergy_Bliss=-1.80, Synergy_Loewe=-2.72, Synergy_HSA=-1.07. (10) Drug 1: CC12CCC(CC1=CCC3C2CCC4(C3CC=C4C5=CN=CC=C5)C)O. Drug 2: CC1=C2C(C(=O)C3(C(CC4C(C3C(C(C2(C)C)(CC1OC(=O)C(C(C5=CC=CC=C5)NC(=O)OC(C)(C)C)O)O)OC(=O)C6=CC=CC=C6)(CO4)OC(=O)C)O)C)O. Cell line: COLO 205. Synergy scores: CSS=74.5, Synergy_ZIP=21.5, Synergy_Bliss=19.8, Synergy_Loewe=-30.5, Synergy_HSA=17.5.